Dataset: Forward reaction prediction with 1.9M reactions from USPTO patents (1976-2016). Task: Predict the product of the given reaction. (1) The product is: [S:12]1[CH:16]=[CH:15][CH:14]=[C:13]1[C:2]1[CH:10]=[C:9]2[C:5]([CH2:6][NH:7][C:8]2=[O:11])=[CH:4][CH:3]=1. Given the reactants Br[C:2]1[CH:10]=[C:9]2[C:5]([CH2:6][NH:7][C:8]2=[O:11])=[CH:4][CH:3]=1.[S:12]1[CH:16]=[CH:15][CH:14]=[C:13]1B(O)O, predict the reaction product. (2) Given the reactants FC1C=C(C=CC=1OC)C(NNC(C1OC=C(C2C=CC=CC=2)C=1C1C=CC=CC=1)=O)=O.[NH2:33][C:34]1[CH:35]=[C:36]([CH:60]=[CH:61][C:62]=1[O:63]C)[C:37]([NH:39][NH:40][C:41]([C:43]1[O:44][CH:45]=[C:46]([C:54]2[CH:59]=[CH:58][CH:57]=[CH:56][CH:55]=2)[C:47]=1[C:48]1[CH:53]=[CH:52][CH:51]=[CH:50][CH:49]=1)=[O:42])=[O:38], predict the reaction product. The product is: [NH2:33][C:34]1[CH:35]=[C:36]([CH:60]=[CH:61][C:62]=1[OH:63])[C:37]([NH:39][NH:40][C:41]([C:43]1[O:44][CH:45]=[C:46]([C:54]2[CH:55]=[CH:56][CH:57]=[CH:58][CH:59]=2)[C:47]=1[C:48]1[CH:49]=[CH:50][CH:51]=[CH:52][CH:53]=1)=[O:42])=[O:38]. (3) The product is: [NH2:14][C:13]1[CH:12]=[CH:11][C:6]([C:7]([O:9][CH3:10])=[O:8])=[CH:5][C:4]=1[O:3][CH2:1][CH3:2]. Given the reactants [CH2:1]([O:3][C:4]1[CH:5]=[C:6]([CH:11]=[CH:12][C:13]=1[N+:14]([O-])=O)[C:7]([O:9][CH3:10])=[O:8])[CH3:2], predict the reaction product. (4) Given the reactants [C:1]([C:3]1[CH:4]=[C:5]([CH:22]=[CH:23][CH:24]=1)[O:6][C:7]1[CH:8]=[C:9]([C:16]([N+:19]([O-])=[O:20])=[CH:17][CH:18]=1)[CH2:10][C@@H:11]([C:13](O)=[O:14])[NH2:12])#[N:2].[ClH:25], predict the reaction product. The product is: [ClH:25].[NH2:12][C@H:11]1[CH2:10][C:9]2[C:16](=[CH:17][CH:18]=[C:7]([O:6][C:5]3[CH:4]=[C:3]([CH:24]=[CH:23][CH:22]=3)[C:1]#[N:2])[CH:8]=2)[N:19]([OH:20])[C:13]1=[O:14]. (5) Given the reactants [CH3:1][O:2][C:3]1[CH:4]=[C:5]([CH:7]=[C:8]([O:10][CH3:11])[CH:9]=1)[NH2:6].Br[CH2:13][C:14]([C:16]1[CH:21]=[CH:20][C:19]([OH:22])=[C:18]([OH:23])[C:17]=1[OH:24])=[O:15].[C:25](=[O:28])(O)[O-].[Na+], predict the reaction product. The product is: [CH3:11][O:10][C:8]1[CH:9]=[C:3]([O:2][CH3:1])[CH:4]=[C:5]2[C:7]=1[C:14]([C:16]1[CH:21]=[CH:20][C:19]([OH:22])=[C:18]([OH:23])[C:25]=1[OH:28])=[CH:13][N:6]2[CH2:13][C:14]([C:16]1[CH:21]=[CH:20][C:19]([OH:22])=[C:18]([OH:23])[C:17]=1[OH:24])=[O:15]. (6) Given the reactants [C:1]1([C:7]2[CH:8]=[C:9]3[C:18](=O)[NH:17][C:16]4[C:11](=[CH:12][CH:13]=[CH:14][CH:15]=4)[N:10]3[CH:20]=2)[CH:6]=[CH:5][CH:4]=[CH:3][CH:2]=1.COC1C=CC(P2(SP(C3C=CC(OC)=CC=3)(=S)S2)=[S:30])=CC=1, predict the reaction product. The product is: [C:1]1([C:7]2[CH:8]=[C:9]3[C:18](=[S:30])[NH:17][C:16]4[C:11](=[CH:12][CH:13]=[CH:14][CH:15]=4)[N:10]3[CH:20]=2)[CH:6]=[CH:5][CH:4]=[CH:3][CH:2]=1.